This data is from Reaction yield outcomes from USPTO patents with 853,638 reactions. The task is: Predict the reaction yield, written as a fraction of the theoretical maximum amount of product (1.0 means a 100% yield; for example, 0.34 means a 34% yield). The reactants are [H-].[H-].[H-].[H-].[Li+].[Al+3].C([O:9][C:10](=O)[CH2:11][O:12][CH:13]1[CH2:17][CH2:16][N:15]([C:18]([O:20][C:21]([CH3:24])([CH3:23])[CH3:22])=[O:19])[CH2:14]1)C. The catalyst is C1COCC1. The product is [OH:9][CH2:10][CH2:11][O:12][CH:13]1[CH2:17][CH2:16][N:15]([C:18]([O:20][C:21]([CH3:24])([CH3:23])[CH3:22])=[O:19])[CH2:14]1. The yield is 0.700.